This data is from Forward reaction prediction with 1.9M reactions from USPTO patents (1976-2016). The task is: Predict the product of the given reaction. (1) Given the reactants C[N:2]([CH3:36])[CH2:3][CH2:4][O:5][C:6]1C=C(N2C(=O)C3C(=CC=CC=3C)N=C2C(NC2N=CN=C3C=2N=CN3)C)C=CC=1.[NH2:37][C:38]1[N:46]=[C:45]2[C:41]([N:42]=[CH:43][NH:44]2)=[C:40]([NH:47][CH:48]([C:50]2[N:59]([C:60]3[CH:61]=[C:62]([CH:65]=[CH:66][CH:67]=3)C#N)[C:58](=[O:68])[C:57]3[C:52](=[CH:53][CH:54]=[CH:55][C:56]=3[CH3:69])[N:51]=2)[CH3:49])[N:39]=1, predict the reaction product. The product is: [NH2:37][C:38]1[N:46]=[C:45]2[C:41]([N:42]=[CH:43][NH:44]2)=[C:40]([NH:47][CH:48]([C:50]2[N:59]([C:60]3[CH:67]=[CH:66][CH:65]=[C:62]([N:2]4[CH2:3][CH2:4][O:5][CH2:6][CH2:36]4)[CH:61]=3)[C:58](=[O:68])[C:57]3[C:52](=[CH:53][CH:54]=[CH:55][C:56]=3[CH3:69])[N:51]=2)[CH3:49])[N:39]=1. (2) Given the reactants [C:1]1([C:7]2[CH:13]=[C:12]([C:14]3[CH:19]=[CH:18][CH:17]=[CH:16][CH:15]=3)[CH:11]=[C:10]([F:20])[C:8]=2[NH2:9])[CH:6]=[CH:5][CH:4]=[CH:3][CH:2]=1.Br[C:22]1[CH:27]=[CH:26][CH:25]=[CH:24][CH:23]=1.[Na], predict the reaction product. The product is: [C:1]1([C:7]2[CH:13]=[C:12]([C:14]3[CH:15]=[CH:16][CH:17]=[CH:18][CH:19]=3)[CH:11]=[C:10]([F:20])[C:8]=2[NH:9][C:22]2[CH:27]=[CH:26][CH:25]=[CH:24][CH:23]=2)[CH:6]=[CH:5][CH:4]=[CH:3][CH:2]=1. (3) Given the reactants [NH2:1][C@H:2]([C:8]([OH:10])=[O:9])[CH2:3][CH2:4][C:5](=[O:7])[NH2:6].[F:11][C:12]1[CH:17]=[CH:16][CH:15]=[CH:14][C:13]=1[CH:18]=[CH:19][C:20](ON1C(=O)CCC1=O)=[O:21].C(=O)([O-])O.[Na+].O, predict the reaction product. The product is: [F:11][C:12]1[CH:17]=[CH:16][CH:15]=[CH:14][C:13]=1[CH:18]=[CH:19][C:20]([NH:1][C@H:2]([C:8]([OH:10])=[O:9])[CH2:3][CH2:4][C:5](=[O:7])[NH2:6])=[O:21]. (4) Given the reactants [O:1]=[C:2]([C:13]1[O:14][C:15]([C:18]2[CH:23]=[CH:22][CH:21]=[CH:20][N:19]=2)=[CH:16][N:17]=1)[CH2:3][CH2:4][CH2:5][CH2:6][C:7]#[C:8][Si](C)(C)C.[F:24][C:25]1[CH:30]=[CH:29][CH:28]=[CH:27][C:26]=1I, predict the reaction product. The product is: [O:1]=[C:2]([C:13]1[O:14][C:15]([C:18]2[CH:23]=[CH:22][CH:21]=[CH:20][N:19]=2)=[CH:16][N:17]=1)[CH2:3][CH2:4][CH2:5][CH2:6][C:7]#[C:8][C:26]1[CH:27]=[CH:28][CH:29]=[CH:30][C:25]=1[F:24]. (5) Given the reactants [Na].F[C:3]1[CH:8]=C(F)C=C[C:4]=1[S:10]([NH:13][C:14]([NH:16][CH2:17][CH2:18][C:19]1[CH:24]=[CH:23][C:22]([N:25]2[C:29]([CH3:30])=[C:28]([C:31]3[CH:36]=[CH:35][CH:34]=[CH:33][CH:32]=3)[C:27]([C:37]([F:40])([F:39])[F:38])=[N:26]2)=[CH:21][CH:20]=1)=[O:15])(=[O:12])=[O:11].[CH3:41][C:42]1[S:43]C(S(N)(=O)=O)=C(C)[N:46]=1, predict the reaction product. The product is: [CH3:41][C:42]1[S:43][C:4]([S:10]([NH:13][C:14]([NH:16][CH2:17][CH2:18][C:19]2[CH:20]=[CH:21][C:22]([N:25]3[C:29]([CH3:30])=[C:28]([C:31]4[CH:32]=[CH:33][CH:34]=[CH:35][CH:36]=4)[C:27]([C:37]([F:38])([F:40])[F:39])=[N:26]3)=[CH:23][CH:24]=2)=[O:15])(=[O:11])=[O:12])=[C:3]([CH3:8])[N:46]=1. (6) Given the reactants [CH2:1]([N:3]([CH2:7][CH3:8])[CH2:4][CH2:5][NH2:6])[CH3:2].S=[C:10]1[CH2:14][S:13][C:12](=[O:15])[NH:11]1.[CH3:16][O:17][C:18]1[CH:19]=[C:20]([CH:23]=[CH:24][C:25]=1[O:26][C:27]1[CH:32]=[CH:31][C:30]([C:33]([F:36])([F:35])[F:34])=[CH:29][C:28]=1[N+:37]([O-:39])=[O:38])[CH:21]=O.[Cl-].[NH4+], predict the reaction product. The product is: [CH2:1]([N:3]([CH2:7][CH3:8])[CH2:4][CH2:5][NH:6][C:10]1=[N:11][C:12](=[O:15])[S:13]/[C:14]/1=[CH:21]\[C:20]1[CH:23]=[CH:24][C:25]([O:26][C:27]2[CH:32]=[CH:31][C:30]([C:33]([F:36])([F:35])[F:34])=[CH:29][C:28]=2[N+:37]([O-:39])=[O:38])=[C:18]([O:17][CH3:16])[CH:19]=1)[CH3:2]. (7) Given the reactants Cl.Cl.[N+:3]([C:6]1[CH:7]=[C:8]([CH:18]=[CH:19][CH:20]=1)[CH2:9][NH:10][C:11]1[CH:16]=[CH:15][CH:14]=[C:13]([NH2:17])[CH:12]=1)([O-:5])=[O:4].[Cl:21][C:22]1[N:27]=[C:26](Cl)[C:25]([Cl:29])=[CH:24][N:23]=1.C(=O)([O-])[O-].[K+].[K+], predict the reaction product. The product is: [Cl:21][C:22]1[N:27]=[C:26]([NH:17][C:13]2[CH:14]=[CH:15][CH:16]=[C:11]([NH:10][CH2:9][C:8]3[CH:18]=[CH:19][CH:20]=[C:6]([N+:3]([O-:5])=[O:4])[CH:7]=3)[CH:12]=2)[C:25]([Cl:29])=[CH:24][N:23]=1.